The task is: Predict the reactants needed to synthesize the given product.. This data is from Full USPTO retrosynthesis dataset with 1.9M reactions from patents (1976-2016). (1) Given the product [Cl:1][C:2]1[C:7]([C:8]2[CH:9]=[C:10]3[C:14](=[C:15]([CH3:18])[CH:16]=2)[NH:13][N:12]=[CH:11]3)=[CH:6][CH:5]=[CH:4][N:3]=1, predict the reactants needed to synthesize it. The reactants are: [Cl:1][C:2]1[C:7]([C:8]2[CH:9]=[C:10]3[C:14](=[CH:15][CH:16]=2)[NH:13][N:12]=[CH:11]3)=[CH:6][CH:5]=[CH:4][N:3]=1.Br[C:18]1C=C2C(=CC=1C)N(C(OC(C)(C)C)=O)N=C2.ClC1C(B2OC(C)(C)C(C)(C)O2)=CC=CN=1.C([O-])([O-])=O.[Na+].[Na+]. (2) Given the product [Br:13][C:14]1[N:15]=[C:16]2[C:22]([NH:23][C:3](=[O:4])[CH:2]([CH3:6])[CH3:1])=[CH:21][NH:20][C:17]2=[N:18][CH:19]=1, predict the reactants needed to synthesize it. The reactants are: [CH3:1][CH:2]([CH3:6])[C:3](O)=[O:4].C(Cl)(=O)C(Cl)=O.[Br:13][C:14]1[N:15]=[C:16]2[C:22]([NH2:23])=[CH:21][NH:20][C:17]2=[N:18][CH:19]=1.C(O)C(N)(CO)CO.C(=O)([O-])[O-]. (3) The reactants are: [NH2:1][C:2]1[CH:3]=[C:4]2[C:8](=[CH:9][CH:10]=1)[N:7]([CH2:11][C:12]1[CH:33]=[CH:32][C:15]([C:16]([NH:18][C@H:19]([C:27]([O:29]CC)=[O:28])[CH2:20][C:21]3[CH:26]=[CH:25][CH:24]=[CH:23][CH:22]=3)=[O:17])=[CH:14][CH:13]=1)[CH:6]=[CH:5]2.[C:34]1([S:40](Cl)(=[O:42])=[O:41])[CH:39]=[CH:38][CH:37]=[CH:36][CH:35]=1.[Li+].[OH-]. Given the product [C:34]1([S:40]([NH:1][C:2]2[CH:3]=[C:4]3[C:8](=[CH:9][CH:10]=2)[N:7]([CH2:11][C:12]2[CH:33]=[CH:32][C:15]([C:16]([NH:18][C@H:19]([C:27]([OH:29])=[O:28])[CH2:20][C:21]4[CH:22]=[CH:23][CH:24]=[CH:25][CH:26]=4)=[O:17])=[CH:14][CH:13]=2)[CH:6]=[CH:5]3)(=[O:42])=[O:41])[CH:39]=[CH:38][CH:37]=[CH:36][CH:35]=1, predict the reactants needed to synthesize it. (4) Given the product [OH:1][CH2:2][C:3]([NH:6][C:7]([C:9]1[C:17]2[C:12](=[N:13][CH:14]=[C:15]([NH:18][C:19]3[CH:20]=[N:21][N:22]([CH3:24])[CH:23]=3)[N:16]=2)[NH:11][CH:10]=1)=[O:8])([CH3:5])[CH3:4], predict the reactants needed to synthesize it. The reactants are: [OH:1][CH2:2][C:3]([NH:6][C:7]([C:9]1[C:17]2[C:12](=[N:13][CH:14]=[C:15]([NH:18][C:19]3[CH:20]=[N:21][N:22]([CH3:24])[CH:23]=3)[N:16]=2)[N:11](COCC[Si](C)(C)C)[CH:10]=1)=[O:8])([CH3:5])[CH3:4].FC(F)(F)C(O)=O. (5) Given the product [Cl:17][C:14]1[CH:15]=[CH:16][C:11]([NH:10][C:8]([C:7]2[CH:6]=[CH:5][N:4]=[CH:3][C:2]=2[NH:31][CH2:30][CH:27]2[CH2:26][CH2:25][N:24]([C:21]3[CH:22]=[CH:23][N:18]=[CH:19][CH:20]=3)[CH2:29][CH2:28]2)=[O:9])=[CH:12][CH:13]=1, predict the reactants needed to synthesize it. The reactants are: Cl[C:2]1[CH:3]=[N:4][CH:5]=[CH:6][C:7]=1[C:8]([NH:10][C:11]1[CH:16]=[CH:15][C:14]([Cl:17])=[CH:13][CH:12]=1)=[O:9].[N:18]1[CH:23]=[CH:22][C:21]([N:24]2[CH2:29][CH2:28][CH:27]([CH2:30][NH2:31])[CH2:26][CH2:25]2)=[CH:20][CH:19]=1.S. (6) The reactants are: [F:1][C:2]1[CH:7]=[CH:6][C:5]([C:8]2[O:12][C:11]([C:13]([OH:15])=O)=[CH:10][CH:9]=2)=[CH:4][CH:3]=1.[CH2:16]([O:18][C:19](=[O:29])[CH2:20][O:21][C:22]1[CH:27]=[CH:26][CH:25]=[C:24]([NH2:28])[CH:23]=1)[CH3:17]. Given the product [CH2:16]([O:18][C:19](=[O:29])[CH2:20][O:21][C:22]1[CH:27]=[CH:26][CH:25]=[C:24]([NH:28][C:13]([C:11]2[O:12][C:8]([C:5]3[CH:4]=[CH:3][C:2]([F:1])=[CH:7][CH:6]=3)=[CH:9][CH:10]=2)=[O:15])[CH:23]=1)[CH3:17], predict the reactants needed to synthesize it.